The task is: Predict which catalyst facilitates the given reaction.. This data is from Catalyst prediction with 721,799 reactions and 888 catalyst types from USPTO. (1) Reactant: C([O:3][C:4](=[O:39])[CH2:5][O:6][C:7]1[CH:12]=[CH:11][C:10]([S:13][C:14]2[CH:19]=[C:18]([O:20][CH2:21][CH:22]3[CH2:27][CH2:26][N:25]([CH3:28])[CH2:24][CH2:23]3)[CH:17]=[C:16]([C:29]#[C:30][C:31]3[CH:36]=[CH:35][C:34]([Cl:37])=[CH:33][CH:32]=3)[CH:15]=2)=[CH:9][C:8]=1[Cl:38])C.[OH-].[Na+].Cl. Product: [Cl:38][C:8]1[CH:9]=[C:10]([S:13][C:14]2[CH:19]=[C:18]([O:20][CH2:21][CH:22]3[CH2:23][CH2:24][N:25]([CH3:28])[CH2:26][CH2:27]3)[CH:17]=[C:16]([C:29]#[C:30][C:31]3[CH:36]=[CH:35][C:34]([Cl:37])=[CH:33][CH:32]=3)[CH:15]=2)[CH:11]=[CH:12][C:7]=1[O:6][CH2:5][C:4]([OH:39])=[O:3]. The catalyst class is: 8. (2) Reactant: [C:1]([NH:8][S:9]([C:12]1([CH:15]=O)[CH2:14][CH2:13]1)(=[O:11])=[O:10])([O:3][C:4]([CH3:7])([CH3:6])[CH3:5])=[O:2].[C:17]([O-])([O-])=O.[K+].[K+].C/C(/[O-])=C(/P(OC)(OC)=O)\[N+]#N. Product: [C:1]([NH:8][S:9]([C:12]1([C:15]#[CH:17])[CH2:14][CH2:13]1)(=[O:11])=[O:10])([O:3][C:4]([CH3:7])([CH3:6])[CH3:5])=[O:2]. The catalyst class is: 5. (3) Reactant: [C:1](Cl)(Cl)=[O:2].[CH3:5][O:6][C:7](=[O:25])[CH:8]([OH:24])[CH2:9][NH:10][C:11]1[CH:12]=[C:13]2[C:18](=[C:19]([F:21])[CH:20]=1)[N:17]([CH3:22])[C:16](=[O:23])[CH2:15][CH2:14]2.C(N(CC)CC)C. Product: [CH3:5][O:6][C:7]([C@@H:8]1[O:24][C:1](=[O:2])[N:10]([C:11]2[CH:12]=[C:13]3[C:18](=[C:19]([F:21])[CH:20]=2)[N:17]([CH3:22])[C:16](=[O:23])[CH2:15][CH2:14]3)[CH2:9]1)=[O:25]. The catalyst class is: 4. (4) Reactant: [C:1]([CH:5]1[CH2:10][CH2:9][C:8](=[CH:11][C:12]2[CH:13]=[C:14]3[C:19](=[CH:20][CH:21]=2)[CH:18]=[C:17]([CH2:22][N:23]2[CH2:28][CH2:27][CH:26]([C:29]([O:31]CC)=[O:30])[CH2:25][CH2:24]2)[CH:16]=[CH:15]3)[CH2:7][CH2:6]1)([CH3:4])([CH3:3])[CH3:2].[OH-].[Na+].O.Cl. Product: [C:1]([CH:5]1[CH2:10][CH2:9][C:8](=[CH:11][C:12]2[CH:13]=[C:14]3[C:19](=[CH:20][CH:21]=2)[CH:18]=[C:17]([CH2:22][N:23]2[CH2:24][CH2:25][CH:26]([C:29]([OH:31])=[O:30])[CH2:27][CH2:28]2)[CH:16]=[CH:15]3)[CH2:7][CH2:6]1)([CH3:4])([CH3:2])[CH3:3]. The catalyst class is: 5. (5) Reactant: [F:1][C:2]1[CH:30]=[CH:29][C:5]([CH2:6][C:7]2[NH:8][C:9]([C:22]3[CH:27]=[CH:26][CH:25]=[C:24]([CH3:28])[N:23]=3)=[C:10]([C:12]3[CH:13]=[C:14]4[C:19](=[CH:20][CH:21]=3)[N:18]=[CH:17][CH:16]=[CH:15]4)[N:11]=2)=[CH:4][C:3]=1[O:31]C.Cl.N1C=CC=CC=1.[NH4+].[OH-]. Product: [F:1][C:2]1[CH:30]=[CH:29][C:5]([CH2:6][C:7]2[NH:8][C:9]([C:22]3[CH:27]=[CH:26][CH:25]=[C:24]([CH3:28])[N:23]=3)=[C:10]([C:12]3[CH:13]=[C:14]4[C:19](=[CH:20][CH:21]=3)[N:18]=[CH:17][CH:16]=[CH:15]4)[N:11]=2)=[CH:4][C:3]=1[OH:31]. The catalyst class is: 6. (6) Reactant: [F:1][C:2]([F:12])([F:11])[C:3]1[CH:8]=[CH:7][C:6]([CH2:9][NH2:10])=[CH:5][CH:4]=1.[Cl:13][C:14]1[CH:19]=[CH:18][CH:17]=[CH:16][C:15]=1[CH2:20][N:21]1[C:26](=[O:27])[C:25]([C:28]([NH:30][CH2:31][C:32]([O:34]CC)=[O:33])=[O:29])=[C:24]([OH:37])[C:23]([C:38](OC)=[O:39])=[C:22]1[OH:42]. Product: [Cl:13][C:14]1[CH:19]=[CH:18][CH:17]=[CH:16][C:15]=1[CH2:20][N:21]1[C:22]([OH:42])=[C:23]([C:38]([NH:10][CH2:9][C:6]2[CH:5]=[CH:4][C:3]([C:2]([F:11])([F:12])[F:1])=[CH:8][CH:7]=2)=[O:39])[C:24]([OH:37])=[C:25]([C:28]([NH:30][CH2:31][C:32]([OH:34])=[O:33])=[O:29])[C:26]1=[O:27]. The catalyst class is: 22.